This data is from Full USPTO retrosynthesis dataset with 1.9M reactions from patents (1976-2016). The task is: Predict the reactants needed to synthesize the given product. (1) Given the product [Br:1][C:2]1[CH:7]=[CH:6][C:5]([C@H:8]([NH:10][S:12]([CH3:11])(=[O:14])=[O:13])[CH3:9])=[CH:4][CH:3]=1, predict the reactants needed to synthesize it. The reactants are: [Br:1][C:2]1[CH:7]=[CH:6][C:5]([C@H:8]([NH2:10])[CH3:9])=[CH:4][CH:3]=1.[CH3:11][S:12](Cl)(=[O:14])=[O:13].N1C=CC=CC=1. (2) Given the product [F:23][C:17]1[C:18]([F:22])=[CH:19][CH:20]=[CH:21][C:16]=1[C:14]1[N:15]=[C:10]2[CH:9]=[N:8][N:7]([CH2:6][C:5]3[CH:24]=[CH:25][C:2]([C:32]4[CH:33]=[CH:34][C:29]([O:28][CH3:27])=[CH:30][C:31]=4[C:38]([F:39])([F:40])[F:41])=[C:3]([F:26])[CH:4]=3)[CH:12]=[C:11]2[N:13]=1, predict the reactants needed to synthesize it. The reactants are: Br[C:2]1[CH:25]=[CH:24][C:5]([CH2:6][N:7]2[CH:12]=[C:11]3[N:13]=[C:14]([C:16]4[CH:21]=[CH:20][CH:19]=[C:18]([F:22])[C:17]=4[F:23])[N:15]=[C:10]3[CH:9]=[N:8]2)=[CH:4][C:3]=1[F:26].[CH3:27][O:28][C:29]1[CH:34]=[CH:33][C:32](B(O)O)=[C:31]([C:38]([F:41])([F:40])[F:39])[CH:30]=1. (3) Given the product [Cl:1][C:2]1[N:3]=[C:4]([N:24]2[CH2:25][CH2:26][O:27][CH2:28][C@H:23]2[CH3:22])[C:5]2[CH2:11][N:10]([C:12]3[N:16]([CH2:17][CH3:29])[N:15]=[C:14]([CH:18]4[CH2:20][CH2:19]4)[CH:13]=3)[CH2:9][CH2:8][C:6]=2[N:7]=1, predict the reactants needed to synthesize it. The reactants are: [Cl:1][C:2]1[N:3]=[C:4](Cl)[C:5]2[CH2:11][N:10]([C:12]3[N:16]([CH3:17])[N:15]=[C:14]([CH:18]4[CH2:20][CH2:19]4)[CH:13]=3)[CH2:9][CH2:8][C:6]=2[N:7]=1.[CH3:22][C@@H:23]1[CH2:28][O:27][CH2:26][CH2:25][NH:24]1.[CH3:29]CN(C(C)C)C(C)C.O. (4) Given the product [NH2:14][C:11]1[C:10]([C:15]2[O:19][N:18]=[C:17]([C:20]3[CH:25]=[CH:24][C:23]([CH2:26][NH:1][CH2:2][C:3]([CH3:6])([OH:5])[CH3:4])=[CH:22][CH:21]=3)[CH:16]=2)=[N:9][C:8]([Br:7])=[CH:13][N:12]=1, predict the reactants needed to synthesize it. The reactants are: [NH2:1][CH2:2][C:3]([CH3:6])([OH:5])[CH3:4].[Br:7][C:8]1[N:9]=[C:10]([C:15]2[O:19][N:18]=[C:17]([C:20]3[CH:25]=[CH:24][C:23]([CH2:26]Cl)=[CH:22][CH:21]=3)[CH:16]=2)[C:11]([NH2:14])=[N:12][CH:13]=1.CCN(C(C)C)C(C)C. (5) Given the product [C:1]([O:5][C:6](=[O:17])[C:7]1[CH:12]=[CH:11][C:10]([N+:13]([O-:15])=[O:14])=[C:9]([NH:25][CH2:24][CH2:23][C:22]([O:21][CH2:19][CH3:20])=[O:26])[CH:8]=1)([CH3:4])([CH3:3])[CH3:2], predict the reactants needed to synthesize it. The reactants are: [C:1]([O:5][C:6](=[O:17])[C:7]1[CH:12]=[CH:11][C:10]([N+:13]([O-:15])=[O:14])=[C:9](F)[CH:8]=1)([CH3:4])([CH3:3])[CH3:2].Cl.[CH2:19]([O:21][C:22](=[O:26])[CH2:23][CH2:24][NH2:25])[CH3:20].CCN(C(C)C)C(C)C. (6) Given the product [CH3:13][O:12][C:11]1[CH:10]=[CH:9][C:8]2[NH:7][C:6](=[O:14])[C:5]3[S:15][CH:16]=[CH:17][C:4]=3[C:3]=2[C:2]=1[C:33]1[CH:32]=[CH:31][C:30]([CH:20]([CH:19]([CH3:45])[CH3:18])[CH2:21][NH:22][C:23](=[O:29])[O:24][C:25]([CH3:26])([CH3:27])[CH3:28])=[CH:35][CH:34]=1, predict the reactants needed to synthesize it. The reactants are: Br[C:2]1[C:3]2[C:4]3[CH:17]=[CH:16][S:15][C:5]=3[C:6](=[O:14])[NH:7][C:8]=2[CH:9]=[CH:10][C:11]=1[O:12][CH3:13].[CH3:18][CH:19]([CH3:45])[CH:20]([C:30]1[CH:35]=[CH:34][C:33](B2OC(C)(C)C(C)(C)O2)=[CH:32][CH:31]=1)[CH2:21][NH:22][C:23](=[O:29])[O:24][C:25]([CH3:28])([CH3:27])[CH3:26]. (7) Given the product [F:67][C:32]([F:31])([F:66])[C:33]1[CH:38]=[CH:37][CH:36]=[CH:35][C:34]=1[NH:39][C:40](=[O:65])[NH:41][C:42]1[CH:47]=[CH:46][C:45]([C:48]2[S:52][C:51]([CH:53]3[CH2:58][CH2:57][N:56]([CH2:59][C:60]([OH:62])=[O:61])[CH2:55][CH2:54]3)=[N:50][CH:49]=2)=[CH:44][CH:43]=1, predict the reactants needed to synthesize it. The reactants are: FC(F)(F)C1C=C(NC(=O)NC2C=CC(C3SC(CCC(O)=O)=NC=3)=CC=2)C=CC=1.[F:31][C:32]([F:67])([F:66])[C:33]1[CH:38]=[CH:37][CH:36]=[CH:35][C:34]=1[NH:39][C:40](=[O:65])[NH:41][C:42]1[CH:47]=[CH:46][C:45]([C:48]2[S:52][C:51]([CH:53]3[CH2:58][CH2:57][N:56]([CH2:59][C:60]([O:62]CC)=[O:61])[CH2:55][CH2:54]3)=[N:50][CH:49]=2)=[CH:44][CH:43]=1.